Dataset: Aqueous solubility values for 9,982 compounds from the AqSolDB database. Task: Regression/Classification. Given a drug SMILES string, predict its absorption, distribution, metabolism, or excretion properties. Task type varies by dataset: regression for continuous measurements (e.g., permeability, clearance, half-life) or binary classification for categorical outcomes (e.g., BBB penetration, CYP inhibition). For this dataset (solubility_aqsoldb), we predict Y. (1) The molecule is CCOP(=O)([O-])C(N)=O.[NH4+]. The Y is 0.769 log mol/L. (2) The compound is O=C(Oc1cc([N+](=O)[O-])c(Cl)cc1Cl)Oc1cc([N+](=O)[O-])c(Cl)cc1Cl. The Y is -6.81 log mol/L. (3) The drug is Cn1nc(S(N)(=O)=O)sc1=NS(=O)(=O)c1ccccc1C(=O)O. The Y is -2.51 log mol/L. (4) The compound is CC(C)CC(=O)Oc1ccc([N+](=O)[O-])cc1. The Y is -4.39 log mol/L. (5) The compound is COC(=O)NS(=O)(=O)c1ccc(N)cc1. The Y is -1.76 log mol/L. (6) The molecule is CC(=O)C(N=Nc1ccc(-c2ccc(N=NC(C(C)=O)C(=O)Nc3ccccc3C)c(Cl)c2)cc1Cl)C(=O)Nc1ccccc1C. The Y is -8.91 log mol/L. (7) The compound is CC(C)CNCc1ccc(S(=O)(=O)c2csc(S(N)(=O)=O)c2)cc1. The Y is -1.16 log mol/L. (8) The compound is Clc1ccc(Oc2cc(Cl)ccc2Cl)c(Cl)c1. The Y is -6.77 log mol/L.